Dataset: Full USPTO retrosynthesis dataset with 1.9M reactions from patents (1976-2016). Task: Predict the reactants needed to synthesize the given product. (1) Given the product [CH3:24][O:25][C:26]1[CH:31]=[CH:30][N:29]=[C:28]([CH2:32][CH2:33][C:34]2[NH:43][C:37]3=[N:38][CH:39]=[C:40]([C:14]4[CH:15]=[CH:16][C:11]([S:8]([NH:7][C:4]5[CH:5]=[CH:6][C:1]([CH3:18])=[CH:2][CH:3]=5)(=[O:10])=[O:9])=[CH:12][CH:13]=4)[CH:41]=[C:36]3[N:35]=2)[CH:27]=1, predict the reactants needed to synthesize it. The reactants are: [C:1]1([CH3:18])[CH:6]=[CH:5][C:4]([NH:7][S:8]([C:11]2[CH:16]=[CH:15][C:14](Br)=[CH:13][CH:12]=2)(=[O:10])=[O:9])=[CH:3][CH:2]=1.C([O-])(=O)C.[K+].[CH3:24][O:25][C:26]1[CH:31]=[CH:30][N:29]=[C:28]([CH2:32][CH2:33][C:34]2[NH:43][C:37]3=[N:38][CH:39]=[C:40](I)[CH:41]=[C:36]3[N:35]=2)[CH:27]=1.C(=O)([O-])[O-].[K+].[K+].[Cl-].[Li+]. (2) The reactants are: [C:1]([C:5]1[CH:10]=[CH:9][C:8]([C:11]2[C:19]3[C:14](=[CH:15][CH:16]=[C:17]([NH:20][CH2:21][CH:22]4[CH2:24][CH2:23]4)[CH:18]=3)[N:13]([CH2:25][C:26]3[CH:31]=[CH:30][CH:29]=[C:28]([O:32][CH3:33])[CH:27]=3)[C:12]=2[C:34]([O:36]CC)=[O:35])=[CH:7][CH:6]=1)([CH3:4])([CH3:3])[CH3:2].[ClH:39]. Given the product [ClH:39].[C:1]([C:5]1[CH:6]=[CH:7][C:8]([C:11]2[C:19]3[C:14](=[CH:15][CH:16]=[C:17]([NH:20][CH2:21][CH:22]4[CH2:24][CH2:23]4)[CH:18]=3)[N:13]([CH2:25][C:26]3[CH:31]=[CH:30][CH:29]=[C:28]([O:32][CH3:33])[CH:27]=3)[C:12]=2[C:34]([OH:36])=[O:35])=[CH:9][CH:10]=1)([CH3:4])([CH3:2])[CH3:3], predict the reactants needed to synthesize it. (3) Given the product [CH3:1][C:2]1[CH:7]=[C:6]([CH3:8])[NH:5][C:50](=[O:51])[C:3]=1[CH2:10][NH:11][C:12](=[O:13])[C:14]1[CH:19]=[C:18]([C:20]2[CH:21]=[N:22][C:23]([CH:52]([CH3:53])[CH3:57])=[CH:24][CH:25]=2)[CH:17]=[C:16]([N:28]([CH3:42])[CH:29]2[CH2:46][CH2:45][NH:44][CH2:49][CH2:48]2)[C:15]=1[CH3:43], predict the reactants needed to synthesize it. The reactants are: [CH3:1][C:2]1[CH:7]=[C:6]([CH3:8])[NH:5]C(=O)[C:3]=1[CH2:10][NH:11][C:12]([C:14]1[C:15]([CH3:43])=[C:16]([N:28]([CH3:42])[CH:29]2CCN(C(OC(C)(C)C)=O)CC2)[CH:17]=[C:18]([C:20]2[CH:21]=[N:22][C:23](C=O)=[CH:24][CH:25]=2)[CH:19]=1)=[O:13].[NH:44]1[CH2:49][CH2:48]O[CH2:46][CH2:45]1.[CH3:50][OH:51].[C:52](O)(=O)[CH3:53].[BH3-][C:57]#N.[Na+].